From a dataset of Full USPTO retrosynthesis dataset with 1.9M reactions from patents (1976-2016). Predict the reactants needed to synthesize the given product. (1) Given the product [ClH:1].[ClH:1].[CH:13]1([C:4]2[S:27][C:26]([NH:25][C:20]3[N:21]=[CH:22][CH:23]=[CH:24][N:19]=3)=[N:28][C:5]=2[C:7]2[CH:12]=[CH:11][CH:10]=[CH:9][N:8]=2)[CH2:18][CH2:17][CH2:16][CH2:15][CH2:14]1, predict the reactants needed to synthesize it. The reactants are: [ClH:1].Cl.Br[CH:4]([CH:13]1[CH2:18][CH2:17][CH2:16][CH2:15][CH2:14]1)[C:5]([C:7]1[CH:12]=[CH:11][CH:10]=[CH:9][N:8]=1)=O.[N:19]1[CH:24]=[CH:23][CH:22]=[N:21][C:20]=1[NH:25][C:26]([NH2:28])=[S:27]. (2) Given the product [ClH:23].[CH2:1]([C:2]1[N:6]=[C:5]([CH:7]2[CH2:8][CH2:9][NH:10][CH2:11][CH2:12]2)[O:4][N:3]=1)[C:21]1[CH:20]=[CH:9][CH:8]=[CH:7][CH:5]=1, predict the reactants needed to synthesize it. The reactants are: [CH3:1][C:2]1[N:6]=[C:5]([CH:7]2[CH2:12][CH2:11][N:10](C(OC(C)(C)C)=O)[CH2:9][CH2:8]2)[O:4][N:3]=1.[C:20]([Cl:23])(=O)[CH3:21]. (3) Given the product [CH3:1][O:2][C:3]1[CH:10]=[C:9]([O:11][C:12]([F:15])([F:14])[F:13])[CH:8]=[CH:7][C:4]=1[OH:21], predict the reactants needed to synthesize it. The reactants are: [CH3:1][O:2][C:3]1[CH:10]=[C:9]([O:11][C:12]([F:15])([F:14])[F:13])[CH:8]=[CH:7][C:4]=1C=O.ClC1C=C(C=CC=1)C(OO)=[O:21].C(N(CC)CC)C. (4) Given the product [Cl:38][C:33]1[CH:32]=[C:31]([NH:1][C:2]2[CH:10]=[C:9]([CH3:11])[C:8]3[NH:7][C@H:6]4[CH2:19][CH2:20][NH:21][CH2:22][C@H:5]4[C:4]=3[CH:3]=2)[CH:36]=[CH:35][C:34]=1[CH3:37], predict the reactants needed to synthesize it. The reactants are: [NH2:1][C:2]1[CH:10]=[C:9]([CH3:11])[C:8]2[N:7](C(OC(C)(C)C)=O)[C@H:6]3[CH2:19][CH2:20][N:21](C(OC(C)(C)C)=O)[CH2:22][C@H:5]3[C:4]=2[CH:3]=1.Br[C:31]1[CH:36]=[CH:35][C:34]([CH3:37])=[C:33]([Cl:38])[CH:32]=1. (5) Given the product [CH3:25][C:24]([O:23][C:21](=[O:22])[N:3]([CH2:1][CH3:2])[CH2:4][CH2:5][NH:6][C:7]([C:9]1[NH:10][C:11]2[C:16]([CH:17]=1)=[CH:15][C:14]([N+:18]([O-:20])=[O:19])=[CH:13][CH:12]=2)=[O:8])([CH3:27])[CH3:26], predict the reactants needed to synthesize it. The reactants are: [CH2:1]([NH:3][CH2:4][CH2:5][NH:6][C:7]([C:9]1[NH:10][C:11]2[C:16]([CH:17]=1)=[CH:15][C:14]([N+:18]([O-:20])=[O:19])=[CH:13][CH:12]=2)=[O:8])[CH3:2].[C:21](O[C:21]([O:23][C:24]([CH3:27])([CH3:26])[CH3:25])=[O:22])([O:23][C:24]([CH3:27])([CH3:26])[CH3:25])=[O:22].